Dataset: Full USPTO retrosynthesis dataset with 1.9M reactions from patents (1976-2016). Task: Predict the reactants needed to synthesize the given product. (1) Given the product [CH3:2][C:1]([C:5]1[CH:10]=[CH:9][C:8]([C:11]2[C:19]3[C:14](=[CH:15][CH:16]=[CH:17][CH:18]=3)[N:13]([CH2:20][C:21]3[CH:26]=[CH:25][CH:24]=[C:23]([N:27]4[CH2:32][CH2:31][S:30](=[O:40])(=[O:44])[CH2:29][CH2:28]4)[CH:22]=3)[C:12]=2[C:33]([OH:35])=[O:34])=[CH:7][CH:6]=1)([CH3:4])[CH3:3], predict the reactants needed to synthesize it. The reactants are: [C:1]([C:5]1[CH:10]=[CH:9][C:8]([C:11]2[C:19]3[C:14](=[CH:15][CH:16]=[CH:17][CH:18]=3)[N:13]([CH2:20][C:21]3[CH:26]=[CH:25][CH:24]=[C:23]([N:27]4[CH2:32][CH2:31][S:30][CH2:29][CH2:28]4)[CH:22]=3)[C:12]=2[C:33]([O:35]CC)=[O:34])=[CH:7][CH:6]=1)([CH3:4])([CH3:3])[CH3:2].CC[O:40]C(C)=O.[OH-:44].[Na+]. (2) Given the product [CH3:1][O:2][C:3](=[O:45])[C@@H:4]([N:32]([S:33]([C:36]1[CH:37]=[CH:38][C:39]([N+:42]([O-:44])=[O:43])=[CH:40][CH:41]=1)(=[O:35])=[O:34])[C@H:71]([C:65]1[CH:70]=[CH:69][CH:68]=[CH:67][CH:66]=1)[CH2:72][CH3:73])[CH2:5][C:6]1[CH:31]=[CH:30][C:9]2[O:10][C@@H:11]([C:14]3[CH:19]=[CH:18][CH:17]=[C:16]([O:20][CH2:21][C:22]4[CH:27]=[CH:26][C:25]([Cl:28])=[C:24]([Cl:29])[CH:23]=4)[CH:15]=3)[CH2:12][O:13][C:8]=2[CH:7]=1, predict the reactants needed to synthesize it. The reactants are: [CH3:1][O:2][C:3](=[O:45])[C@@H:4]([NH:32][S:33]([C:36]1[CH:41]=[CH:40][C:39]([N+:42]([O-:44])=[O:43])=[CH:38][CH:37]=1)(=[O:35])=[O:34])[CH2:5][C:6]1[CH:31]=[CH:30][C:9]2[O:10][C@@H:11]([C:14]3[CH:19]=[CH:18][CH:17]=[C:16]([O:20][CH2:21][C:22]4[CH:27]=[CH:26][C:25]([Cl:28])=[C:24]([Cl:29])[CH:23]=4)[CH:15]=3)[CH2:12][O:13][C:8]=2[CH:7]=1.C1(P(C2C=CC=CC=2)C2C=CC=CC=2)C=CC=CC=1.[C:65]1([C@H:71](O)[CH2:72][CH3:73])[CH:70]=[CH:69][CH:68]=[CH:67][CH:66]=1.CC(OC(/N=N/C(OC(C)C)=O)=O)C. (3) Given the product [CH3:20][O:10][C:8]([CH:7]1[C:1]2[C:2](=[CH:3][CH:4]=[CH:5][CH:6]=2)[C:11](=[O:14])[CH2:12][CH2:13]1)=[O:9], predict the reactants needed to synthesize it. The reactants are: [C:1]1([CH:7]2[CH2:13][CH2:12][C:11](=[O:14])[O:10][C:8]2=[O:9])[CH:6]=[CH:5][CH:4]=[CH:3][CH:2]=1.S(=O)(=O)(O)O.[CH3:20]O.O. (4) Given the product [C:9]1([C:13]2[CH:18]=[CH:17][CH:16]=[CH:15][CH:14]=2)[CH:10]=[CH:11][CH:12]=[C:7]([NH:6][CH2:5][CH2:4][C:3]([OH:19])=[O:2])[CH:8]=1, predict the reactants needed to synthesize it. The reactants are: C[O:2][C:3](=[O:19])[CH2:4][CH2:5][NH:6][C:7]1[CH:8]=[C:9]([C:13]2[CH:18]=[CH:17][CH:16]=[CH:15][CH:14]=2)[CH:10]=[CH:11][CH:12]=1.[OH-].[Li+]. (5) Given the product [CH2:1]([O:4][C:5]1[CH:12]=[CH:11][C:8](/[CH:9]=[CH:13]/[C:14]([C:16]2[CH:17]=[C:18]([O:24][CH3:25])[CH:19]=[C:20]([O:22][CH3:23])[CH:21]=2)=[O:15])=[CH:7][CH:6]=1)[CH2:2][CH3:3], predict the reactants needed to synthesize it. The reactants are: [CH2:1]([O:4][C:5]1[CH:12]=[CH:11][C:8]([CH:9]=O)=[CH:7][CH:6]=1)[CH2:2][CH3:3].[CH3:13][C:14]([C:16]1[CH:21]=[C:20]([O:22][CH3:23])[CH:19]=[C:18]([O:24][CH3:25])[CH:17]=1)=[O:15].[OH-].[Na+]. (6) Given the product [N:1]1[CH:2]=[CH:3][C:4]([N:7]2[CH2:23][CH2:22][C:10]3([CH2:14][NH:13][CH2:12][CH2:11]3)[CH2:9][CH2:8]2)=[CH:5][CH:6]=1, predict the reactants needed to synthesize it. The reactants are: [N:1]1[CH:6]=[CH:5][C:4]([N:7]2[CH2:23][CH2:22][C:10]3([CH2:14][N:13](C(OC(C)(C)C)=O)[CH2:12][CH2:11]3)[CH2:9][CH2:8]2)=[CH:3][CH:2]=1. (7) Given the product [NH2:16][C:11]1[C:12]([O:14][CH3:15])=[CH:13][C:8]2[C:7](=[O:19])[N:6]([CH2:20][CH3:21])[CH2:5][CH2:4][N:3]([CH2:1][CH3:2])[C:9]=2[CH:10]=1, predict the reactants needed to synthesize it. The reactants are: [CH2:1]([N:3]1[C:9]2[CH:10]=[C:11]([N+:16]([O-])=O)[C:12]([O:14][CH3:15])=[CH:13][C:8]=2[C:7](=[O:19])[N:6]([CH2:20][CH3:21])[CH2:5][CH2:4]1)[CH3:2].C(O)C.